Predict the reactants needed to synthesize the given product. From a dataset of Full USPTO retrosynthesis dataset with 1.9M reactions from patents (1976-2016). (1) Given the product [Cl:1][C:2]1[CH:3]=[CH:4][CH:5]=[C:6]2[C:11]=1[C:10]([CH2:12][CH2:13][N:14]1[CH2:19][CH2:18][O:17][CH2:16][CH2:15]1)=[N:9][C:8]([C@@H:20]([NH:22][C:24]1[C:25]3[N:32]=[CH:31][S:30][C:26]=3[N:27]=[CH:28][N:29]=1)[CH3:21])=[CH:7]2, predict the reactants needed to synthesize it. The reactants are: [Cl:1][C:2]1[CH:3]=[CH:4][CH:5]=[C:6]2[C:11]=1[C:10]([CH2:12][CH2:13][N:14]1[CH2:19][CH2:18][O:17][CH2:16][CH2:15]1)=[N:9][C:8]([C@@H:20]([NH2:22])[CH3:21])=[CH:7]2.Cl[C:24]1[C:25]2[N:32]=[CH:31][S:30][C:26]=2[N:27]=[CH:28][N:29]=1.C(N(CC)CC)C. (2) Given the product [OH:29][C@H:27]([C@H:30]1[CH2:34][N:33]([C@H:35]([C:37]2[CH:38]=[CH:39][C:40]([O:43][CH3:44])=[CH:41][CH:42]=2)[CH3:36])[C:32](=[O:45])[CH2:31]1)[CH3:28], predict the reactants needed to synthesize it. The reactants are: C1(C)C=CC(S(N[C@H](C2C=CC=CC=2)[C@@H](C2C=CC=CC=2)N)(=O)=O)=CC=1.[C:27]([C@H:30]1[CH2:34][N:33]([C@H:35]([C:37]2[CH:42]=[CH:41][C:40]([O:43][CH3:44])=[CH:39][CH:38]=2)[CH3:36])[C:32](=[O:45])[CH2:31]1)(=[O:29])[CH3:28].C(O)=O.Cl. (3) Given the product [Cl:1][C:2]1[C:7]2[NH:8][C:9]([CH3:11])=[N:10][C:6]=2[C:5]([O:12][CH3:13])=[C:4]([C:14]([OH:16])=[O:15])[CH:3]=1, predict the reactants needed to synthesize it. The reactants are: [Cl:1][C:2]1[C:7]2[NH:8][C:9]([CH3:11])=[N:10][C:6]=2[C:5]([O:12][CH3:13])=[C:4]([C:14]([O:16]C)=[O:15])[CH:3]=1.[OH-].[Na+]. (4) Given the product [C:56]1([O:55][C:51]2[CH:50]=[CH:49][CH:54]=[CH:53][CH:52]=2)[CH:57]=[CH:62][CH:61]=[CH:60][CH:59]=1, predict the reactants needed to synthesize it. The reactants are: COCCOCCOCC(O)=O.CN(C(ON1N=NC2C=CC=CC1=2)=[N+](C)C)C.[B-](F)(F)(F)F.CCN(C(C)C)C(C)C.NCCC([C:49]1[CH:54]=[CH:53][CH:52]=[C:51]([O:55][CH2:56][CH:57]2[CH2:62][CH2:61][CH2:60][CH2:59]C2)[CH:50]=1)O. (5) Given the product [S:1]1[C:5]2[CH:6]=[CH:7][CH:8]=[CH:9][C:4]=2[C:3]([CH:10]([NH:17][C:18]2[CH:26]=[CH:25][C:21]([C:22]([NH:34][CH2:33][CH2:32][C:31]([OH:30])=[O:35])=[O:23])=[CH:20][CH:19]=2)[CH:11]2[CH2:12][CH2:13][CH2:14][CH2:15][CH2:16]2)=[CH:2]1, predict the reactants needed to synthesize it. The reactants are: [S:1]1[C:5]2[CH:6]=[CH:7][CH:8]=[CH:9][C:4]=2[C:3]([CH:10]([NH:17][C:18]2[CH:26]=[CH:25][C:21]([C:22](O)=[O:23])=[CH:20][CH:19]=2)[CH:11]2[CH2:16][CH2:15][CH2:14][CH2:13][CH2:12]2)=[CH:2]1.Cl.C([O:30][C:31](=[O:35])[CH2:32][CH2:33][NH2:34])C.O.ON1C2C=CC=CC=2N=N1.Cl.C(N=C=NCCCN(C)C)C.Cl.[OH-].[Na+]. (6) Given the product [Cl:1][C:2]1[CH:11]=[C:10]2[C:5]([C:6]([N:12]3[CH2:13][CH2:14][N:15]([C:18]([NH:20][C:21]4[CH:26]=[CH:25][C:24]([O:59][CH2:57][CH3:58])=[CH:23][CH:22]=4)=[O:19])[CH2:16][CH2:17]3)=[CH:7][CH:8]=[N:9]2)=[CH:4][CH:3]=1, predict the reactants needed to synthesize it. The reactants are: [Cl:1][C:2]1[CH:11]=[C:10]2[C:5]([C:6]([N:12]3[CH2:17][CH2:16][N:15]([C:18]([NH:20][C:21]4[CH:26]=[CH:25][C:24](C(F)(F)F)=[CH:23][CH:22]=4)=[O:19])[CH2:14][CH2:13]3)=[CH:7][CH:8]=[N:9]2)=[CH:4][CH:3]=1.ClC1C=C2C(C(N3CCNCC3)=CC=N2)=CC=1.C(N(C(C)C)CC)(C)C.[CH2:57]([O:59]C1C=CC(N=C=O)=CC=1)[CH3:58].